This data is from Full USPTO retrosynthesis dataset with 1.9M reactions from patents (1976-2016). The task is: Predict the reactants needed to synthesize the given product. (1) Given the product [CH3:38][C:37]1[CH:36]=[CH:35][CH:34]=[C:33]([CH3:39])[C:32]=1[NH:31][C:29]([NH:28]/[N:27]=[CH:23]/[C:21]1[CH:20]=[CH:19][C:18]2[C:13]3[O:12][N:11]=[C:10]([C:7]4[CH:6]=[CH:5][C:4]([O:3][C:2]([F:26])([F:1])[F:25])=[CH:9][CH:8]=4)[C:14]=3[CH:15]=[CH:16][C:17]=2[CH:22]=1)=[S:30], predict the reactants needed to synthesize it. The reactants are: [F:1][C:2]([F:26])([F:25])[O:3][C:4]1[CH:9]=[CH:8][C:7]([C:10]2[C:14]3[CH2:15][CH2:16][C:17]4[CH:22]=[C:21]([CH:23]=O)[CH:20]=[CH:19][C:18]=4[C:13]=3[O:12][N:11]=2)=[CH:6][CH:5]=1.[NH2:27][NH:28][C:29]([NH:31][C:32]1[C:37]([CH3:38])=[CH:36][CH:35]=[CH:34][C:33]=1[CH3:39])=[S:30]. (2) Given the product [NH2:37][C:16]1([C:14]([OH:15])=[O:13])[CH2:21][CH:20]([NH:22][C:23](=[O:31])[C:24]2[CH:29]=[CH:28][CH:27]=[CH:26][C:25]=2[CH3:30])[CH:19]2[CH:17]1[CH:18]2[C:32]([OH:34])=[O:33], predict the reactants needed to synthesize it. The reactants are: C1(C)C(C(Cl)=O)=CC=CC=1.C([O:13][C:14]([C:16]1([NH:37]C(OC(C)(C)C)=O)[CH2:21][CH:20]([NH:22][C:23](=[O:31])[C:24]2[CH:29]=[CH:28][CH:27]=[CH:26][C:25]=2[CH3:30])[CH:19]2[CH:17]1[CH:18]2[C:32]([O:34]CC)=[O:33])=[O:15])C. (3) Given the product [CH3:9][C:10]1[CH:15]=[C:14]([C:16]2[S:20][C:19]([CH:34]=[O:35])=[N:18][CH:17]=2)[CH:13]=[C:12]([NH:21][C:22]2[N:27]=[C:26]([C:28]([F:29])([F:31])[F:30])[CH:25]=[CH:24][N:23]=2)[CH:11]=1, predict the reactants needed to synthesize it. The reactants are: C([N-]C(C)C)(C)C.[Li+].[CH3:9][C:10]1[CH:11]=[C:12]([NH:21][C:22]2[N:27]=[C:26]([C:28]([F:31])([F:30])[F:29])[CH:25]=[CH:24][N:23]=2)[CH:13]=[C:14]([C:16]2[S:20][CH:19]=[N:18][CH:17]=2)[CH:15]=1.CN(C)[CH:34]=[O:35]. (4) Given the product [NH2:21][C:13]1[CH:12]=[CH:11][C:10]([S:9][C:7]2[NH:6][C:5]3[CH:24]=[CH:25][C:2]([Cl:1])=[CH:3][C:4]=3[N:8]=2)=[C:18]2[C:14]=1[C:15]([CH:19]=[O:20])=[CH:16][NH:17]2, predict the reactants needed to synthesize it. The reactants are: [Cl:1][C:2]1[CH:25]=[CH:24][C:5]2[NH:6][C:7]([S:9][C:10]3[CH:11]=[CH:12][C:13]([N+:21]([O-])=O)=[C:14]4[C:18]=3[NH:17][CH:16]=[C:15]4[CH:19]=[O:20])=[N:8][C:4]=2[CH:3]=1. (5) Given the product [CH3:1][N:2]([CH3:26])[C:3]1[N:25]=[C:6]2[CH:7]=[C:8]([NH:11][C:12]([C:14]3[N:18]([CH3:19])[N:17]=[CH:16][C:15]=3[C:20]([OH:22])=[O:21])=[O:13])[CH:9]=[CH:10][N:5]2[N:4]=1, predict the reactants needed to synthesize it. The reactants are: [CH3:1][N:2]([CH3:26])[C:3]1[N:25]=[C:6]2[CH:7]=[C:8]([NH:11][C:12]([C:14]3[N:18]([CH3:19])[N:17]=[CH:16][C:15]=3[C:20]([O:22]CC)=[O:21])=[O:13])[CH:9]=[CH:10][N:5]2[N:4]=1.O.[OH-].[Li+]. (6) Given the product [OH:45][C:40]1[CH:41]=[CH:42][CH:43]=[CH:44][C:39]=1[NH:38][C:9]([C:11]1[N:12]([CH3:33])[C:13]2[C:21]([C:22]=1[Br:23])=[C:20]1[C:16]([C:17](=[O:25])[NH:18][C:19]1=[O:24])=[C:15]([C:26]1[CH:31]=[CH:30][CH:29]=[CH:28][C:27]=1[Cl:32])[CH:14]=2)=[O:10], predict the reactants needed to synthesize it. The reactants are: FC1C(O[C:9]([C:11]2[N:12]([CH3:33])[C:13]3[C:21]([C:22]=2[Br:23])=[C:20]2[C:16]([C:17](=[O:25])[NH:18][C:19]2=[O:24])=[C:15]([C:26]2[CH:31]=[CH:30][CH:29]=[CH:28][C:27]=2[Cl:32])[CH:14]=3)=[O:10])=C(F)C(F)=C(F)C=1F.[NH2:38][C:39]1[CH:44]=[CH:43][CH:42]=[CH:41][C:40]=1[OH:45]. (7) Given the product [S:19]1[C:23]2[CH:24]=[CH:25][CH:26]=[CH:27][C:22]=2[C:21]([C:15]2[CH:16]=[C:17]3[N:9]([O:8][CH2:1][C:2]4[CH:7]=[CH:6][CH:5]=[CH:4][CH:3]=4)[CH:10]=[CH:11][C:12]3=[N:13][CH:14]=2)=[CH:20]1, predict the reactants needed to synthesize it. The reactants are: [CH2:1]([O:8][N:9]1[C:17]2[C:12](=[N:13][CH:14]=[C:15](Br)[CH:16]=2)[CH:11]=[CH:10]1)[C:2]1[CH:7]=[CH:6][CH:5]=[CH:4][CH:3]=1.[S:19]1[C:23]2[CH:24]=[CH:25][CH:26]=[CH:27][C:22]=2[C:21](B(O)O)=[CH:20]1.